This data is from Full USPTO retrosynthesis dataset with 1.9M reactions from patents (1976-2016). The task is: Predict the reactants needed to synthesize the given product. (1) Given the product [CH:23]1([C:26]2[N:31]=[C:30]([C:32]3[NH:8][C:7]4=[N:6][C:5]([N:9]5[CH2:14][CH2:13][CH2:12][C@@H:11]([C:15]([OH:17])=[O:16])[CH2:10]5)=[CH:4][CH:3]=[C:2]4[N:1]=3)[CH:29]=[CH:28][N:27]=2)[CH2:25][CH2:24]1, predict the reactants needed to synthesize it. The reactants are: [NH2:1][C:2]1[CH:3]=[CH:4][C:5]([N:9]2[CH2:14][CH2:13][CH2:12][C@@H:11]([C:15]([OH:17])=[O:16])[CH2:10]2)=[N:6][C:7]=1[NH2:8].CN(C)C=O.[CH:23]1([C:26]2[N:31]=[C:30]([CH:32]=O)[CH:29]=[CH:28][N:27]=2)[CH2:25][CH2:24]1.C(O)(=O)C. (2) The reactants are: Br[C:2]1[C:10]2[N:9]3[CH2:11][CH2:12][NH:13][C:14](=[O:15])[C:8]3=[CH:7][C:6]=2[CH:5]=[C:4]([C:16]#[N:17])[CH:3]=1.[F:18][C:19]([F:31])([F:30])[O:20][C:21]1[CH:26]=[CH:25][C:24](B(O)O)=[CH:23][CH:22]=1. Given the product [O:15]=[C:14]1[C:8]2=[CH:7][C:6]3[CH:5]=[C:4]([C:16]#[N:17])[CH:3]=[C:2]([C:24]4[CH:23]=[CH:22][C:21]([O:20][C:19]([F:18])([F:30])[F:31])=[CH:26][CH:25]=4)[C:10]=3[N:9]2[CH2:11][CH2:12][NH:13]1, predict the reactants needed to synthesize it. (3) Given the product [F:20][C:13]1[CH:14]=[CH:15][CH:16]=[C:17]([O:18][CH3:19])[C:12]=1[O:11][C:4]1[CH:3]=[C:2]([O:22][CH3:21])[CH:7]=[CH:6][C:5]=1[N+:8]([O-:10])=[O:9], predict the reactants needed to synthesize it. The reactants are: F[C:2]1[CH:7]=[CH:6][C:5]([N+:8]([O-:10])=[O:9])=[C:4]([O:11][C:12]2[C:17]([O:18][CH3:19])=[CH:16][CH:15]=[CH:14][C:13]=2[F:20])[CH:3]=1.[CH3:21][O-:22].[Na+].O. (4) Given the product [C:11]([C:6]1[CH:7]=[CH:8][CH:9]=[CH:10][C:5]=1[O:4][CH3:3])#[CH:12], predict the reactants needed to synthesize it. The reactants are: [OH-].[K+].[CH3:3][O:4][C:5]1[CH:10]=[CH:9][CH:8]=[CH:7][C:6]=1[C:11]#[C:12][Si](C)(C)C. (5) Given the product [CH2:20]([NH:15][C@@H:16]([CH3:19])[CH2:17][OH:18])[C:21]1[CH:26]=[CH:25][CH:24]=[CH:23][CH:22]=1, predict the reactants needed to synthesize it. The reactants are: C(O[BH-](OC(=O)C)OC(=O)C)(=O)C.[Na+].[NH2:15][C@@H:16]([CH3:19])[CH2:17][OH:18].[CH:20](=O)[C:21]1[CH:26]=[CH:25][CH:24]=[CH:23][CH:22]=1. (6) Given the product [C:1]([C:5]1[CH:6]=[CH:7][C:8]([NH:11][C:12]2[C:13]3[CH2:24][CH2:23][NH:22][CH2:21][C:14]=3[N:15]=[C:16]([CH2:18][O:19][CH3:20])[N:17]=2)=[CH:9][CH:10]=1)([CH3:4])([CH3:2])[CH3:3], predict the reactants needed to synthesize it. The reactants are: [C:1]([C:5]1[CH:10]=[CH:9][C:8]([NH:11][C:12]2[C:13]3[CH2:24][CH2:23][N:22](CC4C=CC=CC=4)[CH2:21][C:14]=3[N:15]=[C:16]([CH2:18][O:19][CH3:20])[N:17]=2)=[CH:7][CH:6]=1)([CH3:4])([CH3:3])[CH3:2].C([O-])=O.[NH4+].